From a dataset of Catalyst prediction with 721,799 reactions and 888 catalyst types from USPTO. Predict which catalyst facilitates the given reaction. (1) Reactant: C(O)(=O)C.[C:5]12([CH2:15][C:16]([NH:18][C:19]3[CH:28]=[CH:27][CH:26]=[C:25]4[C:20]=3[CH:21]=[CH:22][N:23]([CH2:30][CH2:31][OH:32])[C:24]4=[O:29])=[O:17])[CH2:14][CH:9]3[CH2:10][CH:11]([CH2:13][CH:7]([CH2:8]3)[CH2:6]1)[CH2:12]2. Product: [C:5]12([CH2:15][C:16]([NH:18][C:19]3[CH:28]=[CH:27][CH:26]=[C:25]4[C:20]=3[CH2:21][CH2:22][N:23]([CH2:30][CH2:31][OH:32])[C:24]4=[O:29])=[O:17])[CH2:14][CH:9]3[CH2:8][CH:7]([CH2:13][CH:11]([CH2:10]3)[CH2:12]1)[CH2:6]2. The catalyst class is: 43. (2) Reactant: CN1CC(C(OC)=O)N(C)C1=O.[CH3:13][C:14]([O:17][C:18]([N:20]1[CH2:25][CH2:24][CH:23]([N:26]2[CH2:30][CH:29]([C:31](O)=[O:32])[N:28]([CH3:34])[C:27]2=[O:35])[CH2:22][CH2:21]1)=[O:19])([CH3:16])[CH3:15].O.ON1C2C=CC=CC=2N=N1.Cl.C(N=C=NCCCN(C)C)C.C(N1CCOCC1)C.[Cl:67][C:68]1[C:73]([C:74]([F:77])([F:76])[F:75])=[CH:72][CH:71]=[CH:70][C:69]=1[CH2:78][NH2:79]. Product: [Cl:67][C:68]1[C:73]([C:74]([F:76])([F:77])[F:75])=[CH:72][CH:71]=[CH:70][C:69]=1[CH2:78][NH:79][C:31]([CH:29]1[CH2:30][N:26]([CH:23]2[CH2:24][CH2:25][N:20]([C:18]([O:17][C:14]([CH3:16])([CH3:15])[CH3:13])=[O:19])[CH2:21][CH2:22]2)[C:27](=[O:35])[N:28]1[CH3:34])=[O:32]. The catalyst class is: 4. (3) Reactant: BrC1C=CC(C(Cl)=O)=CC=1.[CH2:11]([N:18]1[C:23](=[O:24])[C:22]2[C:25](Br)=[C:26]([Br:28])[S:27][C:21]=2[N:20]=[C:19]1[CH:30]([N:33]([CH2:43][CH2:44][N:45]([CH3:47])[CH3:46])[C:34](=[O:42])[C:35]1[CH:40]=[CH:39][C:38]([Br:41])=[CH:37][CH:36]=1)[CH2:31][CH3:32])[C:12]1[CH:17]=[CH:16][CH:15]=[CH:14][CH:13]=1.C(N(CC)C(C)C)(C)C. Product: [CH2:11]([N:18]1[C:23](=[O:24])[C:22]2[CH:25]=[C:26]([Br:28])[S:27][C:21]=2[N:20]=[C:19]1[CH:30]([N:33]([CH2:43][CH2:44][N:45]([CH3:47])[CH3:46])[C:34](=[O:42])[C:35]1[CH:36]=[CH:37][C:38]([Br:41])=[CH:39][CH:40]=1)[CH2:31][CH3:32])[C:12]1[CH:17]=[CH:16][CH:15]=[CH:14][CH:13]=1. The catalyst class is: 4. (4) Reactant: [Cl:1][C:2]1[CH:7]=[CH:6][C:5]([C:8]23[NH:21][CH2:20][CH2:19][N:9]2[C:10](=[O:18])[C:11]2[N:12]([N:14]=[C:15]([CH3:17])[CH:16]=2)[CH2:13]3)=[CH:4][CH:3]=1.[N:22]([CH2:25][CH2:26][C:27]1[CH:32]=[CH:31][CH:30]=[CH:29][CH:28]=1)=[C:23]=[O:24].O. Product: [Cl:1][C:2]1[CH:7]=[CH:6][C:5]([C:8]23[N:21]([C:23]([NH:22][CH2:25][CH2:26][C:27]4[CH:32]=[CH:31][CH:30]=[CH:29][CH:28]=4)=[O:24])[CH2:20][CH2:19][N:9]2[C:10](=[O:18])[C:11]2[N:12]([N:14]=[C:15]([CH3:17])[CH:16]=2)[CH2:13]3)=[CH:4][CH:3]=1. The catalyst class is: 298. (5) Reactant: [CH:1]([C:4]1[CH:9]=[CH:8][CH:7]=[CH:6][C:5]=1[NH:10][C:11]([NH:13][C:14]([NH:16][CH:17]1[CH2:25][C:24]2[C:19](=[CH:20][CH:21]=[C:22]([C:26]3[N:30]=[CH:29][N:28]([C:31]4[CH:36]=[CH:35][C:34]([O:37][C:38]([F:41])([F:40])[F:39])=[CH:33][CH:32]=4)[N:27]=3)[CH:23]=2)[CH2:18]1)=[O:15])=[S:12])([CH3:3])[CH3:2].C([O-])(=O)C.[Na+].Br[CH:48]([CH3:53])[C:49](OC)=[O:50]. Product: [CH:1]([C:4]1[CH:9]=[CH:8][CH:7]=[CH:6][C:5]=1[N:10]1[C:49](=[O:50])[CH:48]([CH3:53])[S:12]/[C:11]/1=[N:13]\[C:14]([NH:16][CH:17]1[CH2:25][C:24]2[C:19](=[CH:20][CH:21]=[C:22]([C:26]3[N:30]=[CH:29][N:28]([C:31]4[CH:32]=[CH:33][C:34]([O:37][C:38]([F:41])([F:40])[F:39])=[CH:35][CH:36]=4)[N:27]=3)[CH:23]=2)[CH2:18]1)=[O:15])([CH3:3])[CH3:2]. The catalyst class is: 40. (6) Reactant: [CH3:1][O:2][C:3]1[CH:4]=[C:5]([CH:11]([CH:14]([CH3:16])[CH3:15])[C:12]#[N:13])[CH:6]=[CH:7][C:8]=1[O:9][CH3:10].C[Si]([N-][Si](C)(C)C)(C)C.[Na+].[Br:27][CH2:28][CH2:29][CH2:30]Br.[NH4+].[Cl-]. Product: [Br:27][CH2:28][CH2:29][CH2:30][C:11]([C:5]1[CH:6]=[CH:7][C:8]([O:9][CH3:10])=[C:3]([O:2][CH3:1])[CH:4]=1)([CH:14]([CH3:16])[CH3:15])[C:12]#[N:13]. The catalyst class is: 7. (7) Reactant: C[C:2]1(C)[O:7][C:6]2[CH:8]=[CH:9][C:10]([C@@H:12]([OH:40])[CH2:13][NH:14][CH2:15][CH2:16][C:17]3[CH:18]=[CH:19][C:20]4[O:25][CH2:24][C@@H:23]([CH2:26][O:27][CH2:28][C:29]5[CH:30]=[C:31]([NH:35][C:36]([NH2:38])=[O:37])[CH:32]=[CH:33][CH:34]=5)[O:22][C:21]=4[CH:39]=3)=[CH:11][C:5]=2[CH2:4][O:3]1. Product: [CH:2]([OH:7])=[O:3].[OH:40][C@H:12]([C:10]1[CH:9]=[CH:8][C:6]([OH:7])=[C:5]([CH2:4][OH:3])[CH:11]=1)[CH2:13][NH:14][CH2:15][CH2:16][C:17]1[CH:18]=[CH:19][C:20]2[O:25][CH2:24][C@@H:23]([CH2:26][O:27][CH2:28][C:29]3[CH:30]=[C:31]([NH:35][C:36]([NH2:38])=[O:37])[CH:32]=[CH:33][CH:34]=3)[O:22][C:21]=2[CH:39]=1. The catalyst class is: 313. (8) Reactant: Cl[C:2]([O:4][CH2:5][CH3:6])=[O:3].[O:7]=[S:8]1(=[O:32])[C:13]2[CH:14]=[C:15]([O:18][C:19]3[CH:20]=[C:21]([C:25](=[N:27][OH:28])[NH2:26])[CH:22]=[CH:23][CH:24]=3)[CH:16]=[CH:17][C:12]=2[N:11]2[CH2:29][CH2:30][CH2:31][C:10]2=[N:9]1.N1C=CC=CC=1. Product: [O:32]=[S:8]1(=[O:7])[C:13]2[CH:14]=[C:15]([O:18][C:19]3[CH:20]=[C:21]([C:25](=[N:27][O:28][C:2]([O:4][CH2:5][CH3:6])=[O:3])[NH2:26])[CH:22]=[CH:23][CH:24]=3)[CH:16]=[CH:17][C:12]=2[N:11]2[CH2:29][CH2:30][CH2:31][C:10]2=[N:9]1. The catalyst class is: 3.